From a dataset of Reaction yield outcomes from USPTO patents with 853,638 reactions. Predict the reaction yield, written as a fraction of the theoretical maximum amount of product (1.0 means a 100% yield; for example, 0.34 means a 34% yield). (1) The reactants are [CH3:1][C:2]1[CH:10]=[CH:9][C:5]([C:6]([OH:8])=O)=[CH:4][CH:3]=1.C(C1NC=CN=1)(C1NC=CN=1)=O.[NH2:23][C:24]1[S:28][C:27]([C:29]2[CH:34]=[CH:33][N:32]=[CH:31][CH:30]=2)=[N:26][C:25]=1[C:35]([NH2:37])=[O:36]. The catalyst is CN(C=O)C. The product is [CH3:1][C:2]1[CH:3]=[CH:4][C:5]([C:6]([NH:23][C:24]2[S:28][C:27]([C:29]3[CH:34]=[CH:33][N:32]=[CH:31][CH:30]=3)=[N:26][C:25]=2[C:35]([NH2:37])=[O:36])=[O:8])=[CH:9][CH:10]=1. The yield is 0.325. (2) The reactants are [NH:1]1[C:10]2[C:5](=[CH:6][CH:7]=[CH:8][CH:9]=2)[CH2:4][CH2:3][CH2:2]1.[H-].[Na+].Cl[CH2:14][N:15]1[CH2:19][CH:18]([CH2:20][CH2:21][CH3:22])[CH2:17][C:16]1=[O:23].O. The catalyst is CN(C=O)C. The product is [N:1]1([CH2:14][N:15]2[CH2:19][CH:18]([CH2:20][CH2:21][CH3:22])[CH2:17][C:16]2=[O:23])[C:10]2[C:5](=[CH:6][CH:7]=[CH:8][CH:9]=2)[CH2:4][CH2:3][CH2:2]1. The yield is 0.280.